This data is from Drug-target binding data from BindingDB using IC50 measurements. The task is: Regression. Given a target protein amino acid sequence and a drug SMILES string, predict the binding affinity score between them. We predict pIC50 (pIC50 = -log10(IC50 in M); higher means more potent). Dataset: bindingdb_ic50. (1) The compound is Nc1ncnc2c1ncn2[C@@H]1O[C@H](CO[P@](=O)(O)O[P@@](=O)(O)OC[C@H]2NC[C@H](O)[C@@H]2O)[C@@H](O)[C@H]1O. The target protein (O02776) has sequence MSAGPGCEPCTKRPRWDAAATSPPAASDARSFPGRQRRVLDSKDAPVQFRVPPSSSGCALGRAGQHRGSATSLVFKQKTITSWMDTKGIKTVESESLHSKENNNTREESMMSSVQKDNFYQHNMEKLENVSQLGFDKSPVEKGTQYLKQHQTAAMCKWQNEGPHSERLLESEPPAVTLVPEQFSNANVDQSSPKDDHSDTNSEESRDNQQFLTHVKLANAKQTMEDEQGREARSHQKCGKACHPAEACAGCQQEETDVVSESPLSDTGSEDVGTGLKNANRLNRQESSLGNSPPFEKESEPESPMDVDNSKNSCQDSEADEETSPGFDEQEDSSSAQTANKPSRFQPREADTELRKRSSAKGGEIRLHFQFEGGESRAGMNDVNAKRPGSTSSLNVECRNSKQHGRKDSKITDHFMRVPKAEDKRKEQCEMKHQRTERKIPKYIPPHLSPDKKWLGTPIEEMRRMPRCGIRLPPLRPSANHTVTIRVDLLRIGEVPKPFP.... The pIC50 is 6.5. (2) The compound is Nn1c(O)csc1=S. The target is XTSFAESXKPVQQPSAFGS. The pIC50 is 4.0.